From a dataset of Full USPTO retrosynthesis dataset with 1.9M reactions from patents (1976-2016). Predict the reactants needed to synthesize the given product. (1) Given the product [F:42][C:43]([F:48])([F:47])[C:44]([OH:46])=[O:45].[Cl:1][C:2]1[CH:7]=[CH:6][CH:5]=[CH:4][C:3]=1[N:8]1[CH:12]([C:13]2[CH:18]=[CH:17][CH:16]=[C:15]([C:19]3[CH2:20][CH2:21][NH:22][CH2:23][CH:24]=3)[CH:14]=2)[CH2:11][C:10]([C:32]([C:38]([F:41])([F:39])[F:40])([C:34]([F:35])([F:36])[F:37])[OH:33])=[N:9]1, predict the reactants needed to synthesize it. The reactants are: [Cl:1][C:2]1[CH:7]=[CH:6][CH:5]=[CH:4][C:3]=1[N:8]1[CH:12]([C:13]2[CH:18]=[CH:17][CH:16]=[C:15]([C:19]3[CH2:20][CH2:21][N:22](C(OC(C)(C)C)=O)[CH2:23][CH:24]=3)[CH:14]=2)[CH2:11][C:10]([C:32]([C:38]([F:41])([F:40])[F:39])([C:34]([F:37])([F:36])[F:35])[OH:33])=[N:9]1.[F:42][C:43]([F:48])([F:47])[C:44]([OH:46])=[O:45]. (2) The reactants are: [OH:1][C:2]1[C:11]2[C:6](=[CH:7][CH:8]=[CH:9][CH:10]=2)[C:5]([CH:12]=[O:13])=[CH:4][CH:3]=1.Cl[C:15]1[CH:20]=[C:19]([C:21]#[N:22])[CH:18]=[CH:17][N:16]=1.C([O-])([O-])=[O:24].[K+].[K+]. Given the product [CH:12]([C:5]1[C:6]2[C:11](=[CH:10][CH:9]=[CH:8][CH:7]=2)[C:2]([O:1][C:15]2[CH:20]=[C:19]([CH:18]=[CH:17][N:16]=2)[C:21]([NH2:22])=[O:24])=[CH:3][CH:4]=1)=[O:13], predict the reactants needed to synthesize it. (3) Given the product [NH2:21][C:14]1[C:13]([NH:12][CH2:11][C@@H:8]2[CH2:9][CH2:10][N:6]([C:4]([CH:1]3[CH2:3][CH2:2]3)=[O:5])[CH2:7]2)=[CH:20][CH:19]=[CH:18][C:15]=1[C:16]#[N:17], predict the reactants needed to synthesize it. The reactants are: [CH:1]1([C:4]([N:6]2[CH2:10][CH2:9][C@@H:8]([CH2:11][NH:12][C:13]3[C:14]([N+:21]([O-])=O)=[C:15]([CH:18]=[CH:19][CH:20]=3)[C:16]#[N:17])[CH2:7]2)=[O:5])[CH2:3][CH2:2]1. (4) Given the product [C:7]([NH:9][C:29]1[CH:28]=[C:27]([CH2:26][NH:1][C:2]2[N:3]=[CH:4][S:5][C:6]=2[C:7]([NH:9][C:10]2[CH:20]=[CH:19][C:13]3[O:14][C:15]([F:18])([F:17])[O:16][C:12]=3[CH:11]=2)=[O:8])[CH:32]=[CH:31][N:30]=1)(=[O:8])[CH3:6], predict the reactants needed to synthesize it. The reactants are: [NH2:1][C:2]1[N:3]=[CH:4][S:5][C:6]=1[C:7]([NH:9][C:10]1[CH:20]=[CH:19][C:13]2[O:14][C:15]([F:18])([F:17])[O:16][C:12]=2[CH:11]=1)=[O:8].CS(O[CH2:26][C:27]1[CH:32]=[CH:31][N:30]=[C:29](C(NC)=O)[CH:28]=1)(=O)=O. (5) Given the product [C:20]([O:13][C:11]([N:6]1[CH2:7][CH2:8][CH:9]([O:10][CH2:21][C:20]2[CH:23]=[CH:24][C:17]([Cl:16])=[CH:18][CH:19]=2)[CH2:5]1)=[O:12])([CH3:23])([CH3:21])[CH3:19], predict the reactants needed to synthesize it. The reactants are: C([CH:5]1[CH:9]([OH:10])[CH2:8][CH2:7][N:6]1[C:11]([OH:13])=[O:12])(C)(C)C.[H-].[Na+].[Cl:16][C:17]1[CH:24]=[CH:23][C:20]([CH2:21]Br)=[CH:19][CH:18]=1. (6) Given the product [CH2:33]([C@H:21]1[C@H:22](/[CH:23]=[CH:24]/[CH2:25][CH2:26][CH2:27][C:28]([O:30][CH3:31])=[O:29])[O:32][C:18](=[O:17])[NH:20]1)[C:34]1[CH:39]=[CH:38][CH:37]=[CH:36][CH:35]=1, predict the reactants needed to synthesize it. The reactants are: C(N(CC)CC)C.CS(Cl)(=O)=O.C([O:17][C:18]([NH:20][C@@H:21]([CH2:33][C:34]1[CH:39]=[CH:38][CH:37]=[CH:36][CH:35]=1)[C@H:22]([OH:32])/[CH:23]=[CH:24]/[CH2:25][CH2:26][CH2:27][C:28]([O:30][CH3:31])=[O:29])=O)(C)(C)C.S([O-])(=O)(=O)C.